From a dataset of Reaction yield outcomes from USPTO patents with 853,638 reactions. Predict the reaction yield, written as a fraction of the theoretical maximum amount of product (1.0 means a 100% yield; for example, 0.34 means a 34% yield). (1) The reactants are [Br:1][C:2]1[CH:3]=[C:4]([C:8]([OH:10])=[O:9])[S:5][C:6]=1[Br:7].S(=O)(=O)(O)O.[CH3:16]O. No catalyst specified. The product is [Br:1][C:2]1[CH:3]=[C:4]([C:8]([O:10][CH3:16])=[O:9])[S:5][C:6]=1[Br:7]. The yield is 0.964. (2) The reactants are [CH:1]12[N:7]([C:8]3[CH:9]=[CH:10][C:11]([N+:20]([O-])=O)=[C:12]([C:14]#[C:15][CH2:16][N:17]([CH3:19])[CH3:18])[CH:13]=3)[CH:4]([CH2:5][CH2:6]1)[CH2:3][CH2:2]2. The catalyst is C(O)(=O)C.O.CO.[Zn]. The product is [CH:1]12[N:7]([C:8]3[CH:9]=[CH:10][C:11]([NH2:20])=[C:12]([C:14]#[C:15][CH2:16][N:17]([CH3:19])[CH3:18])[CH:13]=3)[CH:4]([CH2:5][CH2:6]1)[CH2:3][CH2:2]2. The yield is 0.300. (3) The reactants are O.[CH:2]([C:4]1[CH:9]=[CH:8][CH:7]=[CH:6][C:5]=1[CH:10]=[CH2:11])=[CH2:3].[C:12]([O:16][CH2:17][CH:18]1[O:22][CH2:21][CH2:20][CH2:19]1)(=[O:15])[CH:13]=[CH2:14]. The catalyst is C1(C)C=CC=CC=1. The product is [CH:2]([C:4]1[CH:9]=[CH:8][CH:7]=[CH:6][C:5]=1[CH:10]=[CH2:11])=[CH2:3].[C:12]([O:16][CH2:17][CH:18]1[O:22][CH2:21][CH2:20][CH2:19]1)(=[O:15])[CH:13]=[CH2:14]. The yield is 0.819. (4) The reactants are [CH3:1][C:2]([C:6]1[CH:11]=[CH:10][C:9]([N+:12]([O-:14])=[O:13])=[CH:8][CH:7]=1)([CH3:5])[CH2:3][NH2:4].[OH-].[Na+].[CH3:17][C:18]([O:21][C:22](O[C:22]([O:21][C:18]([CH3:20])([CH3:19])[CH3:17])=[O:23])=[O:23])([CH3:20])[CH3:19].OS([O-])(=O)=O.[K+]. The catalyst is O1CCOCC1.O. The product is [CH3:5][C:2]([C:6]1[CH:11]=[CH:10][C:9]([N+:12]([O-:14])=[O:13])=[CH:8][CH:7]=1)([CH3:1])[CH2:3][NH:4][C:22](=[O:23])[O:21][C:18]([CH3:20])([CH3:19])[CH3:17]. The yield is 0.800.